From a dataset of Reaction yield outcomes from USPTO patents with 853,638 reactions. Predict the reaction yield, written as a fraction of the theoretical maximum amount of product (1.0 means a 100% yield; for example, 0.34 means a 34% yield). (1) The reactants are [Si]([O:8][CH:9]([CH2:21][CH3:22])[CH2:10]/[CH:11]=[C:12](\[CH3:20])/[CH2:13][CH2:14][C:15]([O:17][CH2:18][CH3:19])=[O:16])(C(C)(C)C)(C)C.[OH-].[Na+].[C:25]([O-])([O-])=O.[K+].[K+].C(Br)C=C.CCCC[N+](CCCC)(CCCC)CCCC.[F-]. The catalyst is CCO.CN(C=O)C.C1COCC1.C(OCC)(=O)C.C(OCC)C. The product is [OH:8][CH:9]([CH2:21][CH3:22])[CH2:10]/[CH:11]=[C:12](\[CH3:20])/[CH2:13][CH2:14][C:15]([O:17][CH2:18][CH:19]=[CH2:25])=[O:16]. The yield is 0.830. (2) The reactants are [Cl:1][C:2]1[CH:21]=[CH:20][C:5]([O:6][C:7]2[CH:12]=[N:11][CH:10]=[C:9]3[S:13][C:14]([C:16]([O:18]C)=[O:17])=[CH:15][C:8]=23)=[CH:4][CH:3]=1.O.[OH-].[Li+].N#N.C(O)=O. The catalyst is CO.O. The product is [Cl:1][C:2]1[CH:21]=[CH:20][C:5]([O:6][C:7]2[CH:12]=[N:11][CH:10]=[C:9]3[S:13][C:14]([C:16]([OH:18])=[O:17])=[CH:15][C:8]=23)=[CH:4][CH:3]=1. The yield is 0.890. (3) The reactants are [NH2:1][C:2]1[CH:10]=[CH:9][C:8]([CH2:11][NH:12][C:13]([O:15][C:16]([CH3:19])([CH3:18])[CH3:17])=[O:14])=[CH:7][C:3]=1[C:4]([OH:6])=O.N1[CH:24]=[CH:23]N=C1.C(Cl)(=O)C.Cl.[NH2:30][CH:31]1[CH2:36][CH2:35][C:34](=[O:37])[NH:33][C:32]1=[O:38].P(OC1C=CC=CC=1)(OC1C=CC=CC=1)OC1C=CC=CC=1. The catalyst is C(#N)C.O. The product is [C:16]([O:15][C:13](=[O:14])[NH:12][CH2:11][C:8]1[CH:7]=[C:3]2[C:2](=[CH:10][CH:9]=1)[N:1]=[C:23]([CH3:24])[N:30]([CH:31]1[CH2:36][CH2:35][C:34](=[O:37])[NH:33][C:32]1=[O:38])[C:4]2=[O:6])([CH3:19])([CH3:18])[CH3:17]. The yield is 0.700.